This data is from Reaction yield outcomes from USPTO patents with 853,638 reactions. The task is: Predict the reaction yield, written as a fraction of the theoretical maximum amount of product (1.0 means a 100% yield; for example, 0.34 means a 34% yield). (1) The reactants are [CH:1]([N:4]1[CH2:9][CH2:8][CH:7]([C:10]([O:12]CC)=[O:11])[CH2:6][CH2:5]1)([CH3:3])[CH3:2].[OH-].[Na+].Cl. The catalyst is C(O)C. The product is [CH:1]([N:4]1[CH2:5][CH2:6][CH:7]([C:10]([OH:12])=[O:11])[CH2:8][CH2:9]1)([CH3:3])[CH3:2]. The yield is 0.990. (2) The yield is 0.590. The reactants are Br[C:2]1[CH:11]=[N:10][C:5]2=[N:6][CH:7]=[CH:8][N:9]=[C:4]2[CH:3]=1.[CH2:12](C([Sn])=C(CCCC)CCCC)[CH2:13]CC.[Li+].[Cl-]. The catalyst is C1(C)C=CC=CC=1.[Pd].C1(P(C2C=CC=CC=2)C2C=CC=CC=2)C=CC=CC=1.C1(P(C2C=CC=CC=2)C2C=CC=CC=2)C=CC=CC=1.C1(P(C2C=CC=CC=2)C2C=CC=CC=2)C=CC=CC=1.C1(P(C2C=CC=CC=2)C2C=CC=CC=2)C=CC=CC=1. The product is [CH:12]([C:2]1[CH:11]=[N:10][C:5]2=[N:6][CH:7]=[CH:8][N:9]=[C:4]2[CH:3]=1)=[CH2:13].